The task is: Predict the product of the given reaction.. This data is from Forward reaction prediction with 1.9M reactions from USPTO patents (1976-2016). Given the reactants [CH3:1][O:2][C:3](=[O:15])[C:4]1[CH:9]=[CH:8][C:7](Br)=[C:6]([N+:11]([O-])=O)[C:5]=1[CH3:14].[NH:16]1[CH2:20][CH2:19][CH2:18][C:17]1=O.CNCCN, predict the reaction product. The product is: [CH3:1][O:2][C:3]([C:4]1[CH:9]=[CH:8][C:7]2[N:16]3[CH2:20][CH2:19][CH2:18][C:17]3=[N:11][C:6]=2[C:5]=1[CH3:14])=[O:15].